From a dataset of Catalyst prediction with 721,799 reactions and 888 catalyst types from USPTO. Predict which catalyst facilitates the given reaction. (1) Reactant: [CH3:1][C:2]1[NH:6][N:5]=[CH:4][C:3]=1[C:7]1[S:15][C:14]2[C:13](=[O:16])[NH:12][C:11]([CH:17](N3CCCC3)[CH2:18][C:19]3[CH:24]=[CH:23][CH:22]=[CH:21][CH:20]=3)=[N:10][C:9]=2[CH:8]=1.[ClH:30].C(OCC)(=O)C. Product: [ClH:30].[CH3:1][C:2]1[NH:6][N:5]=[CH:4][C:3]=1[C:7]1[S:15][C:14]2[C:13](=[O:16])[NH:12][C:11](/[CH:17]=[CH:18]/[C:19]3[CH:24]=[CH:23][CH:22]=[CH:21][CH:20]=3)=[N:10][C:9]=2[CH:8]=1. The catalyst class is: 5. (2) Reactant: C([O:3][C:4]([C:6]1[O:10][N:9]=[C:8]([NH2:11])[CH:7]=1)=[O:5])C.[OH-].[Li+]. Product: [NH2:11][C:8]1[CH:7]=[C:6]([C:4]([OH:5])=[O:3])[O:10][N:9]=1. The catalyst class is: 47.